From a dataset of Full USPTO retrosynthesis dataset with 1.9M reactions from patents (1976-2016). Predict the reactants needed to synthesize the given product. (1) Given the product [CH2:1]([O:8][C:9]1[C:10]([NH:15][C:16]2[S:17][CH:20]=[C:21]([CH2:22][C:23]([O:25][CH3:26])=[O:24])[N:18]=2)=[N:11][CH:12]=[CH:13][CH:14]=1)[C:2]1[CH:3]=[CH:4][CH:5]=[CH:6][CH:7]=1, predict the reactants needed to synthesize it. The reactants are: [CH2:1]([O:8][C:9]1[C:10]([NH:15][C:16]([NH2:18])=[S:17])=[N:11][CH:12]=[CH:13][CH:14]=1)[C:2]1[CH:7]=[CH:6][CH:5]=[CH:4][CH:3]=1.Cl[CH2:20][C:21](=O)[CH2:22][C:23]([O:25][CH3:26])=[O:24].C(N(CC)CC)C. (2) Given the product [CH:17]1([N:1]2[CH2:6][CH2:5][CH:4]([CH2:7][CH2:8][CH2:9][OH:10])[CH2:3][CH2:2]2)[CH2:21][CH2:20][CH2:19][CH2:18]1, predict the reactants needed to synthesize it. The reactants are: [NH:1]1[CH2:6][CH2:5][CH:4]([CH2:7][CH2:8][CH2:9][OH:10])[CH2:3][CH2:2]1.C(=O)([O-])[O-].[K+].[K+].[CH:17]1(Br)[CH2:21][CH2:20][CH2:19][CH2:18]1. (3) Given the product [C:1]([O:5][C:6]([N:8]1[CH2:9][CH2:10][C:11]([CH2:14][CH2:15][C:16]([F:19])([F:18])[CH3:17])([OH:20])[CH2:12][CH2:13]1)=[O:7])([CH3:4])([CH3:2])[CH3:3], predict the reactants needed to synthesize it. The reactants are: [C:1]([O:5][C:6]([N:8]1[CH2:13][CH2:12][C:11]([O:20]C(=O)C)([CH2:14][CH2:15][C:16]([F:19])([F:18])[CH3:17])[CH2:10][CH2:9]1)=[O:7])([CH3:4])([CH3:3])[CH3:2].[OH-].[Na+].Cl. (4) The reactants are: B(Br)(Br)Br.[CH2:5]([C:9]1([C:14]2[CH:19]=[C:18]([O:20]C)[CH:17]=[C:16]([O:22]C)[CH:15]=2)[S:13][CH2:12][CH2:11][S:10]1)[CH2:6][CH2:7][CH3:8]. Given the product [CH2:5]([C:9]1([C:14]2[CH:15]=[C:16]([OH:22])[CH:17]=[C:18]([OH:20])[CH:19]=2)[S:10][CH2:11][CH2:12][S:13]1)[CH2:6][CH2:7][CH3:8], predict the reactants needed to synthesize it.